Dataset: Tyrosyl-DNA phosphodiesterase HTS with 341,365 compounds. Task: Binary Classification. Given a drug SMILES string, predict its activity (active/inactive) in a high-throughput screening assay against a specified biological target. (1) The compound is O1C(CC(=O)NCCc2cc(OC)c(OC)cc2)COc2c1cccc2. The result is 0 (inactive). (2) The compound is S(c1n(CCCC(=O)N2CCCC2)c(=O)c2c(n1)cccc2)CC(=O)Nc1ccc(OCC)cc1. The result is 0 (inactive).